Dataset: Full USPTO retrosynthesis dataset with 1.9M reactions from patents (1976-2016). Task: Predict the reactants needed to synthesize the given product. (1) Given the product [CH2:1]([N:8]1[C:12]2[CH2:13][O:14][CH2:15][CH2:16][C:11]=2[C:10]([C:17]#[N:18])=[C:9]1[NH:19][C:23]([CH:20]1[CH2:22][CH2:21]1)=[O:24])[C:2]1[CH:3]=[CH:4][CH:5]=[CH:6][CH:7]=1, predict the reactants needed to synthesize it. The reactants are: [CH2:1]([N:8]1[C:12]2[CH2:13][O:14][CH2:15][CH2:16][C:11]=2[C:10]([C:17]#[N:18])=[C:9]1[NH2:19])[C:2]1[CH:7]=[CH:6][CH:5]=[CH:4][CH:3]=1.[CH:20]1([C:23](Cl)=[O:24])[CH2:22][CH2:21]1.C(N(C(C)C)CC)(C)C. (2) The reactants are: [Br:1][CH2:2][CH2:3][CH2:4][CH2:5][CH2:6][CH2:7][CH2:8][C:9]([OH:11])=[O:10].[CH2:12](O)[CH3:13].CCN=C=NCCCN(C)C. Given the product [CH2:12]([O:10][C:9](=[O:11])[CH2:8][CH2:7][CH2:6][CH2:5][CH2:4][CH2:3][CH2:2][Br:1])[CH3:13], predict the reactants needed to synthesize it. (3) The reactants are: Cl.[Cl:2][C:3]1[CH:8]=[CH:7][C:6]([C:9]2([NH2:12])[CH2:11][CH2:10]2)=[CH:5][CH:4]=1.CN(C(ON1N=NC2C=CC=NC1=2)=[N+](C)C)C.F[P-](F)(F)(F)(F)F.CCN(C(C)C)C(C)C.[F:46][C:47]1[CH:52]=[CH:51][C:50]([C:53]2[O:54][C:55]3[CH:65]=[CH:64][C:63]([C:66]4[CH:67]=[C:68]([CH:72]=[CH:73][CH:74]=4)[C:69](O)=[O:70])=[CH:62][C:56]=3[C:57]=2[C:58](=[O:61])[NH:59][CH3:60])=[CH:49][CH:48]=1. Given the product [Cl:2][C:3]1[CH:4]=[CH:5][C:6]([C:9]2([NH:12][C:69]([C:68]3[CH:67]=[C:66]([C:63]4[CH:64]=[CH:65][C:55]5[O:54][C:53]([C:50]6[CH:51]=[CH:52][C:47]([F:46])=[CH:48][CH:49]=6)=[C:57]([C:58]([NH:59][CH3:60])=[O:61])[C:56]=5[CH:62]=4)[CH:74]=[CH:73][CH:72]=3)=[O:70])[CH2:10][CH2:11]2)=[CH:7][CH:8]=1, predict the reactants needed to synthesize it. (4) Given the product [F:32][C:31]([F:34])([F:33])[S:28]([O:20][C:17]1[CH2:16][CH2:15][O:14][CH2:19][CH:18]=1)(=[O:30])=[O:29], predict the reactants needed to synthesize it. The reactants are: [Li+].CC([N-]C(C)C)C.C1COCC1.[O:14]1[CH2:19][CH2:18][C:17](=[O:20])[CH2:16][CH2:15]1.C1(N([S:28]([C:31]([F:34])([F:33])[F:32])(=[O:30])=[O:29])[S:28]([C:31]([F:34])([F:33])[F:32])(=[O:30])=[O:29])C=CC=CC=1. (5) Given the product [NH2:21][C@H:17]([CH:18]([CH3:20])[CH3:19])[C:16]([N:11]1[CH2:10][CH2:9][C:8]([C:5]2[CH:4]=[CH:3][C:2]([Cl:1])=[CH:7][CH:6]=2)([OH:32])[C:13]2([CH2:15][CH2:14]2)[CH2:12]1)=[O:31], predict the reactants needed to synthesize it. The reactants are: [Cl:1][C:2]1[CH:7]=[CH:6][C:5]([C:8]2([OH:32])[C:13]3([CH2:15][CH2:14]3)[CH2:12][N:11]([C:16](=[O:31])[C@H:17]([NH:21]C(=O)OCC[Si](C)(C)C)[CH:18]([CH3:20])[CH3:19])[CH2:10][CH2:9]2)=[CH:4][CH:3]=1.CCCC[N+](CCCC)(CCCC)CCCC.[F-]. (6) Given the product [CH3:1][C:2]1[C:7]([CH2:8][S:9]([C:10]2[NH:11][C:12]3[CH:13]=[CH:14][CH:15]=[CH:16][C:17]=3[N:18]=2)=[O:26])=[N:6][CH:5]=[CH:4][C:3]=1[O:19][CH2:20][C:21]([F:24])([F:22])[F:23], predict the reactants needed to synthesize it. The reactants are: [CH3:1][C:2]1[C:3]([O:19][CH2:20][C:21]([F:24])([F:23])[F:22])=[CH:4][CH:5]=[N:6][C:7]=1[CH2:8][S:9][C:10]1[NH:11][C:12]2[CH:13]=[CH:14][CH:15]=[CH:16][C:17]=2[N:18]=1.C[OH:26].OO. (7) Given the product [N+:1]([C:4]1[CH:5]=[CH:6][C:7]([C:10]2[O:14][N:13]=[CH:12][C:11]=2[CH2:15][CH2:16][C:17]([O:19][CH3:25])=[O:18])=[CH:8][CH:9]=1)([O-:3])=[O:2], predict the reactants needed to synthesize it. The reactants are: [N+:1]([C:4]1[CH:9]=[CH:8][C:7]([C:10]2[O:14][N:13]=[CH:12][C:11]=2[CH2:15][CH2:16][C:17]([OH:19])=[O:18])=[CH:6][CH:5]=1)([O-:3])=[O:2].S(=O)(=O)(O)O.[CH3:25]O. (8) Given the product [Br:1][C:2]1[CH:3]=[CH:4][C:5](=[O:11])[N:6]([CH2:8][CH2:9][Br:13])[CH:7]=1, predict the reactants needed to synthesize it. The reactants are: [Br:1][C:2]1[CH:3]=[CH:4][C:5](=[O:11])[N:6]([CH2:8][CH2:9]O)[CH:7]=1.P(Br)(Br)[Br:13].